Dataset: Catalyst prediction with 721,799 reactions and 888 catalyst types from USPTO. Task: Predict which catalyst facilitates the given reaction. (1) Reactant: C1(=CC[O:8][C:9]2[CH:18]=[CH:17][C:12]([C:13]([O:15][CH3:16])=[O:14])=[CH:11][CH:10]=2)CCCC1.C(N(CC)[C:22]1[CH:27]=[CH:26][CH:25]=[CH:24][CH:23]=1)C.[CH3:30]/C(/O[Si](C)(C)C)=N\[Si](C)(C)C. Product: [OH:8][C:9]1[CH:10]=[CH:11][C:12]([C:13]([O:15][CH3:16])=[O:14])=[CH:17][C:18]=1[C:26]1([CH:27]=[CH2:22])[CH2:25][CH2:24][CH2:23][CH2:30]1. The catalyst class is: 27. (2) Reactant: C([N:4]1[C:12]2[C:7](=[CH:8][CH:9]=[C:10]([NH:13][C:14]3[N:19]=[C:18]([NH:20][C:21]4[CH:22]=[N:23][C:24]5[C:29]([CH:30]=4)=[CH:28][CH:27]=[CH:26][CH:25]=5)[CH:17]=[CH:16][N:15]=3)[CH:11]=2)[C:6]([CH3:32])([CH3:31])[CH2:5]1)(=O)C.CCOC(C)=O.C([O-])(O)=O.[Na+]. Product: [CH3:31][C:6]1([CH3:32])[C:7]2[C:12](=[CH:11][C:10]([NH:13][C:14]3[N:19]=[C:18]([NH:20][C:21]4[CH:22]=[N:23][C:24]5[C:29]([CH:30]=4)=[CH:28][CH:27]=[CH:26][CH:25]=5)[CH:17]=[CH:16][N:15]=3)=[CH:9][CH:8]=2)[NH:4][CH2:5]1. The catalyst class is: 811. (3) Reactant: [CH:1]([N-]C(C)C)(C)C.[Li+].[N:9]1([C:20]([O:22][C:23]([CH3:26])([CH3:25])[CH3:24])=[O:21])[CH2:14][CH2:13][CH2:12][CH:11]([C:15]([O:17][CH2:18][CH3:19])=[O:16])[CH2:10]1.CI. Product: [CH3:1][C:11]1([C:15]([O:17][CH2:18][CH3:19])=[O:16])[CH2:12][CH2:13][CH2:14][N:9]([C:20]([O:22][C:23]([CH3:25])([CH3:24])[CH3:26])=[O:21])[CH2:10]1. The catalyst class is: 1. (4) Reactant: [Cl:1][C:2]1[CH:7]=[CH:6][C:5]([C@@:8]2([OH:16])[CH2:13][CH2:12][NH:11][CH2:10][C:9]2([CH3:15])[CH3:14])=[CH:4][CH:3]=1.[C:17]([O:21][C:22]([NH:24][C@H:25]1[CH2:28][CH2:27][C@H:26]1[C:29](O)=[O:30])=[O:23])([CH3:20])([CH3:19])[CH3:18].C(N(CC)CC)C.F[P-](F)(F)(F)(F)F.N1(O[P+](N(C)C)(N(C)C)N(C)C)C2C=CC=CC=2N=N1. Product: [Cl:1][C:2]1[CH:7]=[CH:6][C:5]([C@@:8]2([OH:16])[CH2:13][CH2:12][N:11]([C:29]([C@H:26]3[CH2:27][CH2:28][C@H:25]3[NH:24][C:22](=[O:23])[O:21][C:17]([CH3:19])([CH3:18])[CH3:20])=[O:30])[CH2:10][C:9]2([CH3:14])[CH3:15])=[CH:4][CH:3]=1. The catalyst class is: 2. (5) Reactant: [OH-].[Na+].[OH:3][C:4]1[CH:9]=[CH:8][C:7]([CH3:10])=[CH:6][C:5]=1[CH:11]([C:15]1[CH:20]=[CH:19][CH:18]=[CH:17][CH:16]=1)[CH2:12][CH2:13][OH:14].[CH2:21](Cl)[C:22]1[CH:27]=[CH:26][CH:25]=[CH:24][CH:23]=1.C1CCCCC1.CC(C)=O. Product: [CH2:21]([O:3][C:4]1[CH:9]=[CH:8][C:7]([CH3:10])=[CH:6][C:5]=1[CH:11]([C:15]1[CH:16]=[CH:17][CH:18]=[CH:19][CH:20]=1)[CH2:12][CH2:13][OH:14])[C:22]1[CH:27]=[CH:26][CH:25]=[CH:24][CH:23]=1. The catalyst class is: 596. (6) Reactant: [CH3:1][C:2]([O:5][C:6]([NH:8][C@H:9]([C:18]([OH:20])=O)[CH2:10][C:11]1[CH:16]=[CH:15][CH:14]=[C:13]([Br:17])[CH:12]=1)=[O:7])([CH3:4])[CH3:3].[Cl:21][C:22]1[CH:29]=[CH:28][C:25]([NH:26][CH3:27])=[CH:24][CH:23]=1.C(N(CC)C(C)C)(C)C.CN(C(ON1N=NC2C=CC=NC1=2)=[N+](C)C)C.F[P-](F)(F)(F)(F)F. Product: [Br:17][C:13]1[CH:12]=[C:11]([CH2:10][C@H:9]([NH:8][C:6](=[O:7])[O:5][C:2]([CH3:1])([CH3:3])[CH3:4])[C:18]([N:26]([C:25]2[CH:28]=[CH:29][C:22]([Cl:21])=[CH:23][CH:24]=2)[CH3:27])=[O:20])[CH:16]=[CH:15][CH:14]=1. The catalyst class is: 3.